This data is from Catalyst prediction with 721,799 reactions and 888 catalyst types from USPTO. The task is: Predict which catalyst facilitates the given reaction. (1) Reactant: Br[C:2]1[CH:7]=[C:6]([CH3:8])[C:5]([S:9][C:10]2[C:11]3[N:34]([CH3:35])[CH:33]=[CH:32][C:12]=3[N:13]=[C:14]([N:16]([C:24]3[CH:29]=[CH:28][C:27]([C:30]#[N:31])=[CH:26][CH:25]=3)[C:17](=[O:23])[O:18][C:19]([CH3:22])([CH3:21])[CH3:20])[N:15]=2)=[C:4]([CH3:36])[CH:3]=1.[N:37]1[CH:42]=[CH:41][C:40](B(O)O)=[CH:39][CH:38]=1.C1COCC1.C([O-])([O-])=O.[Na+].[Na+]. Product: [CH3:36][C:4]1[CH:3]=[C:2]([C:40]2[CH:41]=[CH:42][N:37]=[CH:38][CH:39]=2)[CH:7]=[C:6]([CH3:8])[C:5]=1[S:9][C:10]1[C:11]2[N:34]([CH3:35])[CH:33]=[CH:32][C:12]=2[N:13]=[C:14]([N:16]([C:24]2[CH:25]=[CH:26][C:27]([C:30]#[N:31])=[CH:28][CH:29]=2)[C:17](=[O:23])[O:18][C:19]([CH3:20])([CH3:22])[CH3:21])[N:15]=1. The catalyst class is: 535. (2) Reactant: [NH2:1][CH2:2][CH2:3][S:4][C:5]1[C:6]([C:13]([O:15]CC)=O)=[N:7][C:8]([O:11][CH3:12])=[N:9][CH:10]=1.C1COCC1.C[O-].[Na+]. Product: [CH3:12][O:11][C:8]1[N:9]=[CH:10][C:5]2[S:4][CH2:3][CH2:2][NH:1][C:13](=[O:15])[C:6]=2[N:7]=1. The catalyst class is: 5. (3) Reactant: ClC(Cl)(OC(=O)[O:6][C:7]([Cl:10])(Cl)Cl)Cl.[Cl:13][C:14]1[CH:15]=[C:16]([CH:21]2[CH2:25][NH:24][CH2:23][CH:22]2[N:26]([CH2:28][C:29]2[CH:34]=[CH:33][C:32]([C:35]([F:38])([F:37])[F:36])=[C:31]([F:39])[CH:30]=2)[CH3:27])[CH:17]=[CH:18][C:19]=1[Cl:20].N1C=CC=CC=1. Product: [Cl:13][C:14]1[CH:15]=[C:16]([CH:21]2[CH:22]([N:26]([CH2:28][C:29]3[CH:34]=[CH:33][C:32]([C:35]([F:37])([F:38])[F:36])=[C:31]([F:39])[CH:30]=3)[CH3:27])[CH2:23][N:24]([C:7]([Cl:10])=[O:6])[CH2:25]2)[CH:17]=[CH:18][C:19]=1[Cl:20]. The catalyst class is: 2. (4) Reactant: [C:1]([O:5][C:6]([N:8]1[CH:13]([CH:14]2[CH2:16][CH2:15]2)[CH2:12][N:11]2[N:17]=[C:18]([I:23])[C:19]([C:20]([OH:22])=O)=[C:10]2[CH2:9]1)=[O:7])([CH3:4])([CH3:3])[CH3:2].[NH4+].[Cl-].C[N:27](C(ON1N=NC2C=CC=NC1=2)=[N+](C)C)C.F[P-](F)(F)(F)(F)F.CCN(C(C)C)C(C)C. Product: [C:20]([C:19]1[C:18]([I:23])=[N:17][N:11]2[CH2:12][CH:13]([CH:14]3[CH2:15][CH2:16]3)[N:8]([C:6]([O:5][C:1]([CH3:3])([CH3:4])[CH3:2])=[O:7])[CH2:9][C:10]=12)(=[O:22])[NH2:27]. The catalyst class is: 39. (5) Reactant: [C:1](=[S:10])([NH:8][NH2:9])[C:2]1[CH:7]=[CH:6][CH:5]=[CH:4][CH:3]=1.[Cl:11][C:12]1[CH:13]=[C:14]([CH:27]=[CH:28][CH:29]=1)[CH2:15][N:16]1[C:26]2[C:21](=[CH:22][CH:23]=[CH:24][CH:25]=2)[C:19](=O)[C:17]1=[O:18].C(Cl)Cl.CCCCCC. Product: [Cl:11][C:12]1[CH:13]=[C:14]([CH:27]=[CH:28][CH:29]=1)[CH2:15][N:16]1[C:26]2[C:21](=[CH:22][CH:23]=[CH:24][CH:25]=2)[C:19]2([NH:9][N:8]=[C:1]([C:2]3[CH:7]=[CH:6][CH:5]=[CH:4][CH:3]=3)[S:10]2)[C:17]1=[O:18]. The catalyst class is: 14. (6) Reactant: [C:1]([C@@:9]1([OH:37])[C@@H:17]([O:18][C:19](=[O:26])[C:20]2[CH:25]=[CH:24][CH:23]=[CH:22][CH:21]=2)[C@H:16]([O:27][CH2:28][C:29]2[CH:34]=[CH:33][CH:32]=[CH:31][CH:30]=2)[C@@H:15]([CH2:35][OH:36])[O:14][C@H:10]1[S:11][CH2:12][CH3:13])(=[O:8])[C:2]1[CH:7]=[CH:6][CH:5]=[CH:4][CH:3]=1.N1C=CC=CC=1.[C:44](OC(=O)C)(=[O:46])[CH3:45]. Product: [C:44]([O:36][CH2:35][C@H:15]1[O:14][C@@H:10]([S:11][CH2:12][CH3:13])[C@:9]([C:1](=[O:8])[C:2]2[CH:7]=[CH:6][CH:5]=[CH:4][CH:3]=2)([OH:37])[C@@H:17]([O:18][C:19](=[O:26])[C:20]2[CH:25]=[CH:24][CH:23]=[CH:22][CH:21]=2)[C@@H:16]1[O:27][CH2:28][C:29]1[CH:34]=[CH:33][CH:32]=[CH:31][CH:30]=1)(=[O:46])[CH3:45]. The catalyst class is: 4.